This data is from Reaction yield outcomes from USPTO patents with 853,638 reactions. The task is: Predict the reaction yield, written as a fraction of the theoretical maximum amount of product (1.0 means a 100% yield; for example, 0.34 means a 34% yield). (1) The reactants are [Br:1][C:2]1[CH:3]=[C:4]([NH:8][C:9](=[O:15])[O:10][C:11]([CH3:14])([CH3:13])[CH3:12])[CH:5]=[CH:6][CH:7]=1.[H-].[Na+].[CH3:18]I. The catalyst is CN(C=O)C. The product is [Br:1][C:2]1[CH:3]=[C:4]([N:8]([CH3:18])[C:9](=[O:15])[O:10][C:11]([CH3:12])([CH3:14])[CH3:13])[CH:5]=[CH:6][CH:7]=1. The yield is 0.950. (2) The reactants are [N:1]1([C:7]2[N:12]=[C:11]([N:13]3[CH:18]4[CH2:19][CH2:20][CH:14]3[CH2:15][O:16][CH2:17]4)[N:10]=[C:9]([C:21]3[CH:27]=[CH:26][C:24]([NH2:25])=[CH:23][CH:22]=3)[N:8]=2)[CH2:6][CH2:5][O:4][CH2:3][CH2:2]1.ClC(Cl)(O[C:32](=[O:38])OC(Cl)(Cl)Cl)Cl.[NH2:40][C:41]1[CH:48]=[CH:47][C:44]([CH2:45][OH:46])=[CH:43][CH:42]=1. No catalyst specified. The product is [OH:46][CH2:45][C:44]1[CH:47]=[CH:48][C:41]([NH:40][C:32]([NH:25][C:24]2[CH:26]=[CH:27][C:21]([C:9]3[N:8]=[C:7]([N:1]4[CH2:2][CH2:3][O:4][CH2:5][CH2:6]4)[N:12]=[C:11]([N:13]4[CH:14]5[CH2:20][CH2:19][CH:18]4[CH2:17][O:16][CH2:15]5)[N:10]=3)=[CH:22][CH:23]=2)=[O:38])=[CH:42][CH:43]=1. The yield is 0.310. (3) The product is [Cl:21][CH2:22][C:23]1[N:6]([C:7]2[CH:12]=[CH:11][CH:10]=[CH:9][C:8]=2[Cl:13])[C:4](=[O:5])[C:3]2[C:2](=[CH:17][C:16]([N+:18]([O-:20])=[O:19])=[CH:15][CH:14]=2)[N:1]=1. The yield is 0.560. The catalyst is C(O)(=O)C. The reactants are [NH2:1][C:2]1[CH:17]=[C:16]([N+:18]([O-:20])=[O:19])[CH:15]=[CH:14][C:3]=1[C:4]([NH:6][C:7]1[CH:12]=[CH:11][CH:10]=[CH:9][C:8]=1[Cl:13])=[O:5].[Cl:21][CH2:22][C:23](Cl)=O.